Dataset: Catalyst prediction with 721,799 reactions and 888 catalyst types from USPTO. Task: Predict which catalyst facilitates the given reaction. (1) Reactant: [CH3:1][CH2:2][O:3][C:4]([CH:6](P(OCC)(OCC)=O)[F:7])=[O:5].C([Li])CCC.[O:21]1[CH2:26][CH2:25][C:24](=O)[CH2:23][CH2:22]1.O. Product: [CH2:2]([O:3][C:4](=[O:5])[C:6]([F:7])=[C:24]1[CH2:25][CH2:26][O:21][CH2:22][CH2:23]1)[CH3:1]. The catalyst class is: 188. (2) Reactant: [CH3:1][Si:2]([CH3:19])([CH3:18])[CH2:3][CH2:4][O:5][CH2:6][N:7]1[C:12](=[O:13])[CH2:11][NH:10][C:9]2[N:14]=[CH:15][CH:16]=[CH:17][C:8]1=2.C(N(CC)CC)C.[Cl:27][CH:28]([CH2:32][CH3:33])[C:29](Cl)=[O:30].C(=O)([O-])O.[Na+]. Product: [Cl:27][CH:28]([CH2:32][CH3:33])[C:29]([N:10]1[CH2:11][C:12](=[O:13])[N:7]([CH2:6][O:5][CH2:4][CH2:3][Si:2]([CH3:19])([CH3:18])[CH3:1])[C:8]2[CH:17]=[CH:16][CH:15]=[N:14][C:9]1=2)=[O:30]. The catalyst class is: 7.